This data is from Reaction yield outcomes from USPTO patents with 853,638 reactions. The task is: Predict the reaction yield, written as a fraction of the theoretical maximum amount of product (1.0 means a 100% yield; for example, 0.34 means a 34% yield). (1) The reactants are Br[C:2]1[CH:8]=[CH:7][C:5]([NH2:6])=[CH:4][C:3]=1[F:9].[CH3:10][N:11]1[C:15]([C:16]#[N:17])=[CH:14][CH:13]=[C:12]1B(O)O.[F-].[K+]. The catalyst is C1C=CC(/C=C/C(/C=C/C2C=CC=CC=2)=O)=CC=1.C1C=CC(/C=C/C(/C=C/C2C=CC=CC=2)=O)=CC=1.C1C=CC(/C=C/C(/C=C/C2C=CC=CC=2)=O)=CC=1.[Pd].[Pd]. The product is [NH2:6][C:5]1[CH:7]=[CH:8][C:2]([C:12]2[N:11]([CH3:10])[C:15]([C:16]#[N:17])=[CH:14][CH:13]=2)=[C:3]([F:9])[CH:4]=1. The yield is 0.980. (2) The reactants are [CH3:1][C:2]([CH3:12])([C:4](=[O:11])[CH:5]([OH:10])[C:6]([CH3:9])([CH3:8])[CH3:7])[CH3:3].[Mn]([O-])(=O)(=O)=O.[K+].[OH-].[Na+]. The catalyst is CCCCCC. The product is [CH3:8][C:6]([CH3:9])([C:5](=[O:10])[C:4](=[O:11])[C:2]([CH3:12])([CH3:3])[CH3:1])[CH3:7]. The yield is 0.820. (3) The reactants are [Br:1][C:2]1[C:3]([CH3:19])=[C:4]([NH:8][C:9](=[O:18])[C:10]2[CH:15]=[CH:14][CH:13]=[CH:12][C:11]=2[CH2:16]Cl)[CH:5]=[CH:6][CH:7]=1.[H-].[Na+].O. The catalyst is CN(C=O)C. The product is [Br:1][C:2]1[C:3]([CH3:19])=[C:4]([N:8]2[CH2:16][C:11]3[C:10](=[CH:15][CH:14]=[CH:13][CH:12]=3)[C:9]2=[O:18])[CH:5]=[CH:6][CH:7]=1. The yield is 0.950. (4) The reactants are [CH:1]([C@H:14]1[CH2:19][C@H:18](OS(C)(=O)=O)[CH2:17][CH2:16][O:15]1)([C:8]1[CH:13]=[CH:12][CH:11]=[CH:10][CH:9]=1)[C:2]1[CH:7]=[CH:6][CH:5]=[CH:4][CH:3]=1.[N-:25]=[N+:26]=[N-:27].[Na+]. The catalyst is CN(C=O)C.C(OCC)C. The product is [N:25]([C@H:18]1[CH2:17][CH2:16][O:15][C@@H:14]([CH:1]([C:8]2[CH:13]=[CH:12][CH:11]=[CH:10][CH:9]=2)[C:2]2[CH:7]=[CH:6][CH:5]=[CH:4][CH:3]=2)[CH2:19]1)=[N+:26]=[N-:27]. The yield is 0.827.